From a dataset of Peptide-MHC class II binding affinity with 134,281 pairs from IEDB. Regression. Given a peptide amino acid sequence and an MHC pseudo amino acid sequence, predict their binding affinity value. This is MHC class II binding data. The peptide sequence is GQDLELSWNLNGLQAY. The MHC is HLA-DQA10101-DQB10501 with pseudo-sequence HLA-DQA10101-DQB10501. The binding affinity (normalized) is 0.548.